From a dataset of Forward reaction prediction with 1.9M reactions from USPTO patents (1976-2016). Predict the product of the given reaction. Given the reactants [Cl:1][C:2]1[CH:7]=[CH:6][C:5]([CH2:8]Cl)=[CH:4][N:3]=1.[Cl:10][C:11]([F:22])([F:21])[C:12]([N:14]=[C:15]1[CH:20]=[CH:19][CH:18]=[CH:17][NH:16]1)=[O:13].C(=O)([O-])[O-].[K+].[K+], predict the reaction product. The product is: [Cl:10][C:11]([F:21])([F:22])[C:12]([N:14]=[C:15]1[CH:20]=[CH:19][CH:18]=[CH:17][N:16]1[CH2:8][C:5]1[CH:4]=[N:3][C:2]([Cl:1])=[CH:7][CH:6]=1)=[O:13].